Dataset: Forward reaction prediction with 1.9M reactions from USPTO patents (1976-2016). Task: Predict the product of the given reaction. (1) Given the reactants Cl[C:2]1[C:7]([C:8]([F:11])([F:10])[F:9])=[CH:6][N:5]=[C:4]([NH:12][C:13]2[CH:27]=[CH:26][C:16]([CH2:17][P:18](=[O:25])([O:22][CH2:23][CH3:24])[O:19][CH2:20][CH3:21])=[CH:15][C:14]=2[O:28][CH3:29])[N:3]=1.[NH2:30][C:31]1[CH:32]=[CH:33][C:34]([O:42][CH2:43][CH3:44])=[C:35]2[C:39]=1[C:38](=[O:40])[N:37]([CH3:41])[CH2:36]2, predict the reaction product. The product is: [CH2:43]([O:42][C:34]1[CH:33]=[CH:32][C:31]([NH:30][C:2]2[C:7]([C:8]([F:9])([F:11])[F:10])=[CH:6][N:5]=[C:4]([NH:12][C:13]3[CH:27]=[CH:26][C:16]([CH2:17][P:18](=[O:25])([O:19][CH2:20][CH3:21])[O:22][CH2:23][CH3:24])=[CH:15][C:14]=3[O:28][CH3:29])[N:3]=2)=[C:39]2[C:35]=1[CH2:36][N:37]([CH3:41])[C:38]2=[O:40])[CH3:44]. (2) Given the reactants C[O:2][C:3](=[O:19])[C:4]1[CH:9]=[CH:8][C:7]([NH:10][CH2:11][CH2:12][N:13]2[CH2:18][CH2:17][O:16][CH2:15][CH2:14]2)=[CH:6][CH:5]=1.COC(=O)C1C=CC(N2CCCC2)=CC=1, predict the reaction product. The product is: [N:13]1([CH2:12][CH2:11][NH:10][C:7]2[CH:8]=[CH:9][C:4]([C:3]([OH:19])=[O:2])=[CH:5][CH:6]=2)[CH2:18][CH2:17][O:16][CH2:15][CH2:14]1.